This data is from Forward reaction prediction with 1.9M reactions from USPTO patents (1976-2016). The task is: Predict the product of the given reaction. (1) Given the reactants [CH:1]1([C:6]([OH:31])([CH2:21][C:22]2[O:23][C:24]([CH3:30])([CH3:29])[O:25][C:26](=[O:28])[CH:27]=2)[C:7]#[C:8][C:9]2[CH:14]=[CH:13][C:12]([C:15]([CH3:19])([CH3:18])[C:16]#[N:17])=[C:11]([F:20])[CH:10]=2)[CH2:5][CH2:4][CH2:3][CH2:2]1.C1(C(O)(CC2OC(C)(C)OC(=O)C=2)C#CC2C=CC(C3(C#N)CC3)=C(F)C=2)CCCC1, predict the reaction product. The product is: [CH:1]1([C:6]([OH:31])([CH2:21][C:22]2[O:23][C:24]([CH3:30])([CH3:29])[O:25][C:26](=[O:28])[CH:27]=2)[CH2:7][CH2:8][C:9]2[CH:14]=[CH:13][C:12]([C:15]([CH3:18])([CH3:19])[C:16]#[N:17])=[C:11]([F:20])[CH:10]=2)[CH2:5][CH2:4][CH2:3][CH2:2]1. (2) Given the reactants BrC1C(C)(C)OC2C(C=1)=CC=C(OC)C=2.BrC1C=CC=CC=1[N+]([O-])=O.[CH3:26][O:27][C:28]1[CH:37]=[C:36]2[C:31]([CH:32]=[C:33]([C:40]3[CH:45]=[CH:44][CH:43]=[CH:42][C:41]=3[N+:46]([O-])=O)[C:34]([CH3:39])([CH3:38])[O:35]2)=[CH:30][CH:29]=1, predict the reaction product. The product is: [CH3:26][O:27][C:28]1[CH:37]=[C:36]2[C:31]([CH2:32][CH:33]([C:40]3[CH:45]=[CH:44][CH:43]=[CH:42][C:41]=3[NH2:46])[C:34]([CH3:39])([CH3:38])[O:35]2)=[CH:30][CH:29]=1. (3) Given the reactants Cl.[CH2:2]([N:4]([C:12]1[N:17]=[CH:16][N:15]=[C:14]2[N:18]([C:21]3[CH:26]=[CH:25][C:24]([S:27]([CH3:30])(=[O:29])=[O:28])=[CH:23][C:22]=3[F:31])[N:19]=[CH:20][C:13]=12)[CH2:5][CH:6]1[CH2:11][CH2:10][NH:9][CH2:8][CH2:7]1)[CH3:3].Br[C:33]1[CH:38]=[CH:37][C:36]([C:39]([F:42])([F:41])[F:40])=[CH:35][N:34]=1.C(N(CC)CC)C, predict the reaction product. The product is: [CH2:2]([N:4]([C:12]1[N:17]=[CH:16][N:15]=[C:14]2[N:18]([C:21]3[CH:26]=[CH:25][C:24]([S:27]([CH3:30])(=[O:29])=[O:28])=[CH:23][C:22]=3[F:31])[N:19]=[CH:20][C:13]=12)[CH2:5][CH:6]1[CH2:7][CH2:8][N:9]([C:33]2[CH:38]=[CH:37][C:36]([C:39]([F:42])([F:41])[F:40])=[CH:35][N:34]=2)[CH2:10][CH2:11]1)[CH3:3]. (4) Given the reactants [Cl:1][C:2]1[CH:3]=[CH:4][C:5]([O:24][CH2:25][C:26]([O:28][C:29]([CH3:32])([CH3:31])[CH3:30])=[O:27])=[C:6]([CH2:8][N:9]2[CH2:14][CH2:13][N:12](C(OC(C)(C)C)=O)[C@@H:11]([CH2:22][CH3:23])[CH2:10]2)[CH:7]=1.[F:33][C:34]([F:39])([F:38])[C:35]([OH:37])=[O:36].C1(C)C=CC=CC=1, predict the reaction product. The product is: [F:33][C:34]([F:39])([F:38])[C:35]([OH:37])=[O:36].[Cl:1][C:2]1[CH:3]=[CH:4][C:5]([O:24][CH2:25][C:26]([O:28][C:29]([CH3:32])([CH3:31])[CH3:30])=[O:27])=[C:6]([CH2:8][N:9]2[CH2:14][CH2:13][NH:12][C@@H:11]([CH2:22][CH3:23])[CH2:10]2)[CH:7]=1. (5) Given the reactants [CH:1]1([O:5][C:6]2[C:14]([CH3:15])=[CH:13][CH:12]=[CH:11][C:7]=2[C:8]([OH:10])=O)[CH2:4][CH2:3][CH2:2]1.CN(C(ON1N=NC2C=CC=CC1=2)=[N+](C)C)C.F[P-](F)(F)(F)(F)F.[CH2:40]([O:42][C:43]([C:45]1([NH2:54])[CH2:53][C:52]2[C:47](=[CH:48][CH:49]=[CH:50][CH:51]=2)[CH2:46]1)=[O:44])[CH3:41].CCN(C(C)C)C(C)C, predict the reaction product. The product is: [CH2:40]([O:42][C:43]([C:45]1([NH:54][C:8](=[O:10])[C:7]2[CH:11]=[CH:12][CH:13]=[C:14]([CH3:15])[C:6]=2[O:5][CH:1]2[CH2:2][CH2:3][CH2:4]2)[CH2:53][C:52]2[C:47](=[CH:48][CH:49]=[CH:50][CH:51]=2)[CH2:46]1)=[O:44])[CH3:41]. (6) The product is: [Cl:26][C:27]1[CH:28]=[CH:29][C:30]([CH2:31][CH2:32][NH:33][C:34]([C:35]2[CH:40]=[CH:39][C:38]([O:41][C:12]3[CH:11]=[C:10]4[C:5]([CH:6]([C:16]([O:18][CH3:19])=[O:17])[CH2:7][C:8]([CH3:15])([CH3:14])[O:9]4)=[CH:4][C:3]=3[C:1]#[N:2])=[CH:37][CH:36]=2)=[O:42])=[CH:43][CH:44]=1. Given the reactants [C:1]([C:3]1[CH:4]=[C:5]2[C:10](=[CH:11][C:12]=1F)[O:9][C:8]([CH3:15])([CH3:14])[CH2:7][CH:6]2[C:16]([O:18][CH3:19])=[O:17])#[N:2].C([O-])([O-])=O.[K+].[K+].[Cl:26][C:27]1[CH:44]=[CH:43][C:30]([CH2:31][CH2:32][NH:33][C:34](=[O:42])[C:35]2[CH:40]=[CH:39][C:38]([OH:41])=[CH:37][CH:36]=2)=[CH:29][CH:28]=1, predict the reaction product. (7) Given the reactants [C:1]([OH:6])(=[O:5])[CH:2]([CH3:4])[OH:3].[C:7](O)(=O)[CH3:8], predict the reaction product. The product is: [C:1]([O-:6])(=[O:5])[C:2]([CH3:4])=[O:3].[CH2:1]([OH:5])[CH:2]([OH:3])[CH3:4].[CH3:4][C:2](=[O:3])[C:1](=[O:6])[CH2:7][CH3:8].